From a dataset of Reaction yield outcomes from USPTO patents with 853,638 reactions. Predict the reaction yield, written as a fraction of the theoretical maximum amount of product (1.0 means a 100% yield; for example, 0.34 means a 34% yield). The reactants are Cl[C:2]1[C:3](=[O:19])[NH:4][N:5]=[CH:6][C:7]=1[CH2:8][C:9]1[CH:14]=[CH:13][CH:12]=[CH:11][C:10]=1[C:15]([F:18])([F:17])[F:16].[OH-].[Na+].[H][H]. The catalyst is [Pd].C(O)C. The product is [F:18][C:15]([F:16])([F:17])[C:10]1[CH:11]=[CH:12][CH:13]=[CH:14][C:9]=1[CH2:8][C:7]1[CH:6]=[N:5][NH:4][C:3](=[O:19])[CH:2]=1. The yield is 0.770.